Dataset: Reaction yield outcomes from USPTO patents with 853,638 reactions. Task: Predict the reaction yield, written as a fraction of the theoretical maximum amount of product (1.0 means a 100% yield; for example, 0.34 means a 34% yield). (1) The reactants are C([O:8][C@@H](C)CO)C1C=CC=CC=1.[CH2:13]([S:15]([C:18]1[CH:19]=[C:20]([C:24]2[C:29]3[C:30]4[CH:36]=[C:35]([CH3:37])[CH:34]=[N:33][C:31]=4[NH:32][C:28]=3[C:27]([O:38][CH2:39][CH2:40][CH2:41]N(C)C)=[N:26][CH:25]=2)[CH:21]=[CH:22][CH:23]=1)(=[O:17])=[O:16])[CH3:14]. The catalyst is CO.[Pd]. The product is [CH2:13]([S:15]([C:18]1[CH:19]=[C:20]([C:24]2[C:29]3[C:30]4[CH:36]=[C:35]([CH3:37])[CH:34]=[N:33][C:31]=4[NH:32][C:28]=3[C:27]([O:38][CH2:39][C@H:40]([OH:8])[CH3:41])=[N:26][CH:25]=2)[CH:21]=[CH:22][CH:23]=1)(=[O:16])=[O:17])[CH3:14]. The yield is 0.560. (2) The reactants are C[O:2][C:3]([C:5]1([C:9]2[CH:14]=[CH:13][C:12]([NH:15][C:16]3[N:21]=[C:20]([NH:22][CH3:23])[CH:19]=[C:18]([C:24]4[CH:29]=[CH:28][CH:27]=[CH:26][CH:25]=4)[N:17]=3)=[CH:11][CH:10]=2)[CH2:8][CH2:7][CH2:6]1)=[O:4].[OH-].[Na+]. The catalyst is CO.O. The product is [CH3:23][NH:22][C:20]1[CH:19]=[C:18]([C:24]2[CH:25]=[CH:26][CH:27]=[CH:28][CH:29]=2)[N:17]=[C:16]([NH:15][C:12]2[CH:11]=[CH:10][C:9]([C:5]3([C:3]([OH:4])=[O:2])[CH2:8][CH2:7][CH2:6]3)=[CH:14][CH:13]=2)[N:21]=1. The yield is 0.920. (3) The reactants are [Br:1][C:2]1[CH:7]=[CH:6][CH:5]=[CH:4][C:3]=1[NH:8][C:9](=[O:14])[C:10]([F:13])([F:12])[F:11].[Cl:15][S:16](O)(=[O:18])=[O:17]. No catalyst specified. The product is [Br:1][C:2]1[CH:7]=[C:6]([S:16]([Cl:15])(=[O:18])=[O:17])[CH:5]=[CH:4][C:3]=1[NH:8][C:9](=[O:14])[C:10]([F:13])([F:11])[F:12]. The yield is 0.800. (4) The reactants are Br[C:2]1[CH:11]=[CH:10][C:9]([O:12][CH3:13])=[C:8]2[C:3]=1[CH:4]=[N:5][C:6]([NH:14][CH3:15])=[N:7]2.CC(C)([O-])C.[Na+].[NH:22]1[CH2:27][CH2:26][CH2:25][CH2:24][CH2:23]1.[Cl-].[NH4+]. The catalyst is C1(C)C=CC=CC=1.C(OCC)(=O)C. The product is [CH3:13][O:12][C:9]1[CH:10]=[CH:11][C:2]([N:22]2[CH2:27][CH2:26][CH2:25][CH2:24][CH2:23]2)=[C:3]2[C:8]=1[N:7]=[C:6]([NH:14][CH3:15])[N:5]=[CH:4]2. The yield is 0.260. (5) The reactants are [NH2:1][CH:2]1[C:11]2[N:10]=[CH:9][CH:8]=[CH:7][C:6]=2[CH2:5][CH2:4][CH2:3]1.[C:12]([C:14]1[CH:21]=[CH:20][C:17]([CH:18]=O)=[CH:16][CH:15]=1)#[N:13].C(O[BH-](OC(=O)C)OC(=O)C)(=O)C.[Na+]. The catalyst is ClCCl. The product is [N:10]1[C:11]2[CH:2]([NH:1][CH2:18][C:17]3[CH:20]=[CH:21][C:14]([C:12]#[N:13])=[CH:15][CH:16]=3)[CH2:3][CH2:4][CH2:5][C:6]=2[CH:7]=[CH:8][CH:9]=1. The yield is 0.720. (6) The reactants are [OH-].[Li+].[CH3:3][O:4][C:5]1[CH:10]=[CH:9][C:8]([C:11]2[CH:16]=[CH:15][C:14]([C:17]([O:19]C)=[O:18])=[C:13]([N+:21]([O-:23])=[O:22])[CH:12]=2)=[CH:7][CH:6]=1.CO.O. The catalyst is C1COCC1. The product is [CH3:3][O:4][C:5]1[CH:6]=[CH:7][C:8]([C:11]2[CH:16]=[CH:15][C:14]([C:17]([OH:19])=[O:18])=[C:13]([N+:21]([O-:23])=[O:22])[CH:12]=2)=[CH:9][CH:10]=1. The yield is 0.910.